Predict the product of the given reaction. From a dataset of Forward reaction prediction with 1.9M reactions from USPTO patents (1976-2016). (1) Given the reactants [NH2:1][C:2]1[C:7]([C:8](=[O:10])[NH2:9])=[CH:6][CH:5]=[CH:4][C:3]=1[NH:11][C:12]([CH:14]1[CH2:23][CH2:22][C:21]2[C:16](=[CH:17][CH:18]=[CH:19][CH:20]=2)[N:15]1[C:24]([O:26]CC1C=CC=CC=1)=[O:25])=O, predict the reaction product. The product is: [C:8]([C:7]1[C:2]2[N:1]=[C:12]([CH:14]3[CH2:23][CH2:22][C:21]4[C:16](=[CH:17][CH:18]=[CH:19][CH:20]=4)[N:15]3[C:24]([O:26][C:7]([CH3:8])([CH3:2])[CH3:6])=[O:25])[NH:11][C:3]=2[CH:4]=[CH:5][CH:6]=1)(=[O:10])[NH2:9]. (2) Given the reactants C([Li])CCC.[C:6](#[N:8])[CH3:7].Br[C:10]1[CH:15]=[CH:14][CH:13]=[C:12]([C:16]2[C:21]([CH3:22])=[CH:20][C:19]([CH3:23])=[CH:18][C:17]=2[CH3:24])[N:11]=1, predict the reaction product. The product is: [C:17]1([CH3:24])[CH:18]=[C:19]([CH3:23])[CH:20]=[C:21]([CH3:22])[C:16]=1[C:12]1[N:11]=[C:10]([CH2:7][C:6]#[N:8])[CH:15]=[CH:14][CH:13]=1. (3) Given the reactants [CH3:1][C:2]1[CH:3]=[C:4]([OH:15])[C:5]([C:9]2[CH:14]=[CH:13][CH:12]=[CH:11][CH:10]=2)=[N:6][C:7]=1[CH3:8].Cl[C:17]1[C:26]2[C:21](=[CH:22][C:23]([O:29][CH3:30])=[C:24]([O:27][CH3:28])[CH:25]=2)[N:20]=[CH:19][CH:18]=1, predict the reaction product. The product is: [CH3:1][C:2]1[CH:3]=[C:4]([O:15][C:17]2[C:26]3[C:21](=[CH:22][C:23]([O:29][CH3:30])=[C:24]([O:27][CH3:28])[CH:25]=3)[N:20]=[CH:19][CH:18]=2)[C:5]([C:9]2[CH:10]=[CH:11][CH:12]=[CH:13][CH:14]=2)=[N:6][C:7]=1[CH3:8]. (4) Given the reactants Cl[C:2]1[CH:3]=[CH:4][C:5]2[O:14][CH2:13][CH2:12][C:11]3[CH:10]=[C:9]([C:15]4[N:16]([C:20]5[CH:25]=[CH:24][C:23]([F:26])=[CH:22][C:21]=5[F:27])[N:17]=[CH:18][N:19]=4)[S:8][C:7]=3[C:6]=2[N:28]=1.CC1(C)C(C)(C)OB([C:37]2[CH:38]=[CH:39][C:40]([NH2:43])=[N:41][CH:42]=2)O1.C([O-])([O-])=O.[Cs+].[Cs+], predict the reaction product. The product is: [F:27][C:21]1[CH:22]=[C:23]([F:26])[CH:24]=[CH:25][C:20]=1[N:16]1[C:15]([C:9]2[S:8][C:7]3[C:6]4[N:28]=[C:2]([C:37]5[CH:38]=[CH:39][C:40]([NH2:43])=[N:41][CH:42]=5)[CH:3]=[CH:4][C:5]=4[O:14][CH2:13][CH2:12][C:11]=3[CH:10]=2)=[N:19][CH:18]=[N:17]1. (5) Given the reactants [CH3:1][C:2]1[CH:3]=[C:4]([C:24]2[CH:29]=[CH:28][CH:27]=[C:26]([C:30]([F:33])([F:32])[F:31])[CH:25]=2)[C:5]([C:21]([OH:23])=O)=[N:6][C:7]=1[C:8]([N:10]1[CH2:15][CH2:14][CH:13]([N:16]2[CH2:20][CH2:19][CH2:18][CH2:17]2)[CH2:12][CH2:11]1)=[O:9].[C:34]([O:38][C:39]([N:41]1[CH2:46][CH2:45][CH:44]([NH2:47])[CH2:43][CH2:42]1)=[O:40])([CH3:37])([CH3:36])[CH3:35].CCN(CC)CC.CN(C(ON1N=NC2C=CC=NC1=2)=[N+](C)C)C.F[P-](F)(F)(F)(F)F, predict the reaction product. The product is: [C:34]([O:38][C:39]([N:41]1[CH2:46][CH2:45][CH:44]([NH:47][C:21]([C:5]2[C:4]([C:24]3[CH:29]=[CH:28][CH:27]=[C:26]([C:30]([F:32])([F:33])[F:31])[CH:25]=3)=[CH:3][C:2]([CH3:1])=[C:7]([C:8]([N:10]3[CH2:11][CH2:12][CH:13]([N:16]4[CH2:20][CH2:19][CH2:18][CH2:17]4)[CH2:14][CH2:15]3)=[O:9])[N:6]=2)=[O:23])[CH2:43][CH2:42]1)=[O:40])([CH3:37])([CH3:35])[CH3:36].